This data is from Forward reaction prediction with 1.9M reactions from USPTO patents (1976-2016). The task is: Predict the product of the given reaction. (1) Given the reactants [C:1]([O:5][C:6](=[O:17])[N:7]([CH2:14][CH2:15][OH:16])[CH2:8][CH:9](O)[CH:10]([CH3:12])[CH3:11])([CH3:4])([CH3:3])[CH3:2].C1(P(C2C=CC=CC=2)C2C=CC=CC=2)C=CC=CC=1.CCOC(/N=N/C(OCC)=O)=O, predict the reaction product. The product is: [C:1]([O:5][C:6]([N:7]1[CH2:14][CH2:15][O:16][CH:9]([CH:10]([CH3:12])[CH3:11])[CH2:8]1)=[O:17])([CH3:4])([CH3:3])[CH3:2]. (2) The product is: [CH2:4]([O:6][C:7](=[O:31])[CH2:8][CH2:9][N:10]([C:17]([C:19]1[CH:30]=[CH:29][C:22]2[N:23]([CH3:28])[C:24]([CH:26]=[O:27])=[N:25][C:21]=2[CH:20]=1)=[O:18])[C:11]1[CH:16]=[CH:15][CH:14]=[CH:13][N:12]=1)[CH3:5]. Given the reactants ClCCl.[CH2:4]([O:6][C:7](=[O:31])[CH2:8][CH2:9][N:10]([C:17]([C:19]1[CH:30]=[CH:29][C:22]2[N:23]([CH3:28])[C:24]([CH2:26][OH:27])=[N:25][C:21]=2[CH:20]=1)=[O:18])[C:11]1[CH:16]=[CH:15][CH:14]=[CH:13][N:12]=1)[CH3:5], predict the reaction product. (3) Given the reactants [F:1][C:2]([F:12])([F:11])[C:3]1[CH:8]=[CH:7][CH:6]=[CH:5][C:4]=1[Mg]Br.[CH3:13][S:14]([C:17]1[CH:24]=[CH:23][C:20]([CH:21]=[O:22])=[CH:19][CH:18]=1)(=[O:16])=[O:15].FC(F)(F)C1C=C(Cl)C=CC=1C(O)C1C=CC=CC=1, predict the reaction product. The product is: [F:1][C:2]([F:12])([F:11])[C:3]1[CH:8]=[CH:7][CH:6]=[CH:5][C:4]=1[CH:21]([OH:22])[C:20]1[CH:19]=[CH:18][C:17]([S:14]([CH3:13])(=[O:16])=[O:15])=[CH:24][CH:23]=1.